Dataset: Full USPTO retrosynthesis dataset with 1.9M reactions from patents (1976-2016). Task: Predict the reactants needed to synthesize the given product. Given the product [NH2:8][C:7]1[CH:6]=[CH:5][C:4]([CH2:11][C:12]([OH:14])=[O:13])=[CH:3][C:2]=1[F:1], predict the reactants needed to synthesize it. The reactants are: [F:1][C:2]1[CH:3]=[C:4]([CH2:11][C:12]([OH:14])=[O:13])[CH:5]=[CH:6][C:7]=1[N+:8]([O-])=O.